This data is from Reaction yield outcomes from USPTO patents with 853,638 reactions. The task is: Predict the reaction yield, written as a fraction of the theoretical maximum amount of product (1.0 means a 100% yield; for example, 0.34 means a 34% yield). The reactants are [CH2:1]1O[C:4]([N:8]2[CH2:15][CH:14]3[CH2:16][CH:10]([CH2:11][C:12](=[O:17])[CH2:13]3)[CH2:9]2)([O:5]CC)[O:3][CH2:2]1. The catalyst is OS(O)(=O)=O. The product is [O:17]=[C:12]1[CH2:11][CH:10]2[CH2:16][CH:14]([CH2:15][N:8]([C:4]([O:3][CH2:2][CH3:1])=[O:5])[CH2:9]2)[CH2:13]1. The yield is 0.881.